Predict the reaction yield, written as a fraction of the theoretical maximum amount of product (1.0 means a 100% yield; for example, 0.34 means a 34% yield). From a dataset of Reaction yield outcomes from USPTO patents with 853,638 reactions. (1) The reactants are [CH2:1]1[C:5]2([CH2:10][CH2:9][N:8]([C:11]([O:13][C:14]([CH3:17])([CH3:16])[CH3:15])=[O:12])[CH2:7][CH2:6]2)[CH2:4][CH2:3][NH:2]1.C(N(C(C)C)C(C)C)C.Cl.Cl[C:29]1[CH:34]=[CH:33][N:32]=[CH:31][CH:30]=1.C([O-])(O)=O.[Na+]. The catalyst is CC(O)C.C(OCC)(=O)C. The product is [N:32]1[CH:33]=[CH:34][C:29]([N:2]2[CH2:3][CH2:4][C:5]3([CH2:10][CH2:9][N:8]([C:11]([O:13][C:14]([CH3:17])([CH3:16])[CH3:15])=[O:12])[CH2:7][CH2:6]3)[CH2:1]2)=[CH:30][CH:31]=1. The yield is 0.450. (2) The reactants are [NH:1]1[C:9]2[C:4](=[CH:5][CH:6]=[CH:7][CH:8]=2)[C:3]([CH2:10][CH2:11][CH2:12]O)=[CH:2]1.[Br:14]P(Br)(C1C=CC=CC=1)(C1C=CC=CC=1)C1C=CC=CC=1.C1CCCCC1. The catalyst is O1CCOCC1. The product is [NH:1]1[C:9]2[C:4](=[CH:5][CH:6]=[CH:7][CH:8]=2)[C:3]([CH2:10][CH2:11][CH2:12][Br:14])=[CH:2]1. The yield is 0.990. (3) The reactants are [Br:1][C:2]1C(=O)[CH2:4][CH2:5][CH2:6][C:7]=1O.[CH:10](OC)(OC)[O:11][CH3:12].S(=O)(=O)(O)O.S(O)(O)(=O)=O.[NH2:27][OH:28].C(=O)(O)[O-].[Na+]. The catalyst is CO. The product is [Br:1][C:2]1[C:7](=[N:27][OH:28])[CH2:6][CH2:5][CH2:4][C:10]=1[O:11][CH3:12]. The yield is 0.550. (4) The reactants are Cl.Cl.[C:3]([C:7]1[O:11][N:10]=[C:9]([NH:12][C:13]([NH:15][C:16]2[CH:21]=[CH:20][CH:19]=[C:18]([O:22][C:23]3[C:32]4[C:27](=[CH:28][C:29]([O:35][C@H:36]5[CH2:40][CH2:39][NH:38][CH2:37]5)=[C:30]([O:33][CH3:34])[CH:31]=4)[N:26]=[CH:25][N:24]=3)[CH:17]=2)=[O:14])[CH:8]=1)([CH3:6])([CH3:5])[CH3:4].C=O.Cl[CH2:44]CCl.[C:47]([O:50][BH-]([O:50][C:47](=[O:49])[CH3:48])[O:50][C:47](=[O:49])[CH3:48])(=[O:49])[CH3:48].[Na+]. The catalyst is O.CN(C)C=O. The product is [C:47]([OH:50])(=[O:49])[CH3:48].[C:3]([C:7]1[O:11][N:10]=[C:9]([NH:12][C:13]([NH:15][C:16]2[CH:21]=[CH:20][CH:19]=[C:18]([O:22][C:23]3[C:32]4[C:27](=[CH:28][C:29]([O:35][C@H:36]5[CH2:40][CH2:39][N:38]([CH3:44])[CH2:37]5)=[C:30]([O:33][CH3:34])[CH:31]=4)[N:26]=[CH:25][N:24]=3)[CH:17]=2)=[O:14])[CH:8]=1)([CH3:6])([CH3:4])[CH3:5]. The yield is 0.250. (5) The reactants are [O:1]=[C:2]1[O:8][C@H:7]([C@H:9]([CH2:11][OH:12])[OH:10])[C:5]([OH:6])=[C:3]1[OH:4].[C:13](=[O:16])([O-])[O-:14].[Ca+2:17].OO.O=O. The catalyst is O. The product is [O:14]=[C:5]([O-:6])[C@@H:7]([C@H:9]([CH2:11][OH:12])[OH:10])[OH:8].[Ca+2:17].[O:16]=[C:13]([O-:14])[C@@H:2]([C@H:3]([CH2:5][OH:6])[OH:4])[OH:1]. The yield is 0.946. (6) The reactants are [CH3:1][C:2]1[C:7]([OH:8])=[CH:6][CH:5]=[CH:4][N:3]=1.[H-].[Na+].Br[C:12]1[CH:13]=[C:14]([N+]([O-])=O)[C:15]([C:18]#[N:19])=[N:16][CH:17]=1.[N:23]1[CH:28]=[CH:27][CH:26]=[CH:25][C:24]=1[SH:29]. The catalyst is CN(C=O)C. The product is [CH3:1][C:2]1[C:7]([O:8][C:14]2[C:15]([C:18]#[N:19])=[N:16][CH:17]=[C:12]([S:29][C:24]3[CH:25]=[CH:26][CH:27]=[CH:28][N:23]=3)[CH:13]=2)=[CH:6][CH:5]=[CH:4][N:3]=1. The yield is 0.850. (7) The reactants are [C:1]1([C:7]([OH:9])=[O:8])([C:4](O)=[O:5])[CH2:3][CH2:2]1.C(N(CC)CC)C.S(Cl)(Cl)=O.[CH2:21]([NH2:28])[C:22]1[CH:27]=[CH:26][CH:25]=[CH:24][CH:23]=1. The catalyst is C1COCC1.C(OCC)(=O)C. The product is [CH2:21]([NH:28][C:4]([C:1]1([C:7]([OH:9])=[O:8])[CH2:3][CH2:2]1)=[O:5])[C:22]1[CH:27]=[CH:26][CH:25]=[CH:24][CH:23]=1. The yield is 0.521.